This data is from Retrosynthesis with 50K atom-mapped reactions and 10 reaction types from USPTO. The task is: Predict the reactants needed to synthesize the given product. (1) The reactants are: CCO.O=C(Cl)c1ccc(C(=O)Cl)cc1. Given the product CCOC(=O)c1ccc(C(=O)Cl)cc1, predict the reactants needed to synthesize it. (2) Given the product Cc1csc(Nc2cc(Sc3ccccc3C(F)(F)F)ccn2)n1, predict the reactants needed to synthesize it. The reactants are: Cc1csc(N)n1.FC(F)(F)c1ccccc1Sc1ccnc(Cl)c1. (3) Given the product CCOC(=O)c1c(Cl)c2cc(Br)ccc2n1-c1ccc(OC2CCCC2)cc1, predict the reactants needed to synthesize it. The reactants are: CCOC(=O)c1[nH]c2ccc(Br)cc2c1Cl.OB(O)c1ccc(OC2CCCC2)cc1. (4) Given the product CCOC(=O)C(NC(=O)OCc1ccccc1)C(=O)OCC, predict the reactants needed to synthesize it. The reactants are: CCOC(=O)C(N)C(=O)OCC.O=C(Cl)OCc1ccccc1. (5) Given the product Cn1c(=O)n(CC(C)(C)C)c2ccc(-c3ccccc3)cc21, predict the reactants needed to synthesize it. The reactants are: Cn1c(=O)n(CC(C)(C)C)c2ccc(Br)cc21.OB(O)c1ccccc1. (6) The reactants are: COc1ccc(C2=NN(C3CCN(C(=O)[C@H](N)[C@H](C)c4ccccc4)CC3)C(=O)[C@@H]3CCCC[C@H]23)cc1OC.Cc1[nH]c2c(-c3c(OCC4CC4)ccc4c3OCO4)ncnc2c1C(=O)O. Given the product COc1ccc(C2=NN(C3CCN(C(=O)[C@H](NC(=O)c4c(C)[nH]c5c(-c6c(OCC7CC7)ccc7c6OCO7)ncnc45)[C@H](C)c4ccccc4)CC3)C(=O)[C@@H]3CCCC[C@H]23)cc1OC, predict the reactants needed to synthesize it. (7) Given the product COc1cc(Nc2nc(C(=O)O)c(C)s2)ccc1Cl, predict the reactants needed to synthesize it. The reactants are: COC(=O)c1nc(Nc2ccc(Cl)c(OC)c2)sc1C. (8) Given the product COc1cc2ncn(Cc3ccc4nc(N[C@@H]5CCCC[C@H]5O)sc4c3)c2cc1OC, predict the reactants needed to synthesize it. The reactants are: COc1cc2ncn(Cc3ccc4nc(Br)sc4c3)c2cc1OC.N[C@@H]1CCCC[C@H]1O.